This data is from Catalyst prediction with 721,799 reactions and 888 catalyst types from USPTO. The task is: Predict which catalyst facilitates the given reaction. (1) Reactant: [F:1][C:2]1[N:7]=[C:6]([C:8]2[CH:26]=[CH:25][C:11]([CH2:12][N:13]3[CH:21]=[C:20]4[C:15]([NH:16][C:17](=[O:24])[N:18]([CH3:23])[C:19]4=[O:22])=[N:14]3)=[CH:10][CH:9]=2)[CH:5]=[CH:4][CH:3]=1.[CH2:27](I)[CH:28]([CH3:30])[CH3:29].C(=O)([O-])[O-].[K+].[K+].CN(C=O)C. Product: [F:1][C:2]1[N:7]=[C:6]([C:8]2[CH:26]=[CH:25][C:11]([CH2:12][N:13]3[CH:21]=[C:20]4[C:15]([N:16]([CH2:27][CH:28]([CH3:30])[CH3:29])[C:17](=[O:24])[N:18]([CH3:23])[C:19]4=[O:22])=[N:14]3)=[CH:10][CH:9]=2)[CH:5]=[CH:4][CH:3]=1. The catalyst class is: 6. (2) Reactant: [NH:1]1[CH2:6][CH2:5][CH:4]([C:7]([O:9][CH2:10][CH3:11])=[O:8])[CH2:3][CH2:2]1.[Br:12][C:13]1[CH:14]=[C:15](B(O)O)[CH:16]=[CH:17][CH:18]=1.C(N(CC)CC)C. Product: [Br:12][C:13]1[CH:18]=[C:17]([N:1]2[CH2:6][CH2:5][CH:4]([C:7]([O:9][CH2:10][CH3:11])=[O:8])[CH2:3][CH2:2]2)[CH:16]=[CH:15][CH:14]=1. The catalyst class is: 302. (3) Reactant: [H-].[Al+3].[Li+].[H-].[H-].[H-].C[O:8][C:9]([C:11]1([C:16](OC)=[O:17])[CH2:15][CH:14]=[CH:13][CH2:12]1)=O. The catalyst class is: 207. Product: [OH:8][CH2:9][C:11]1([CH2:16][OH:17])[CH2:15][CH:14]=[CH:13][CH2:12]1. (4) Reactant: [CH2:1]([O:8][C:9]([CH:11]([O:33][CH:34]1[CH:39]([C:40]2[CH:45]=[CH:44][C:43]([O:46][CH2:47][CH2:48][CH2:49][O:50][CH2:51][C:52]3[CH:57]=[CH:56][CH:55]=[CH:54][C:53]=3[O:58][CH3:59])=[CH:42][CH:41]=2)[CH2:38][CH2:37][NH:36][CH2:35]1)[C:12]1[C:20]2[N:19]=[C:18]([C:21]([O:23][CH3:24])=[O:22])[N:17](COCC[Si](C)(C)C)[C:16]=2[CH:15]=[CH:14][CH:13]=1)=[O:10])[C:2]1[CH:7]=[CH:6][CH:5]=[CH:4][CH:3]=1.Cl.C(=O)([O-])O.[Na+]. Product: [CH2:1]([O:8][C:9]([CH:11]([O:33][CH:34]1[CH:39]([C:40]2[CH:41]=[CH:42][C:43]([O:46][CH2:47][CH2:48][CH2:49][O:50][CH2:51][C:52]3[CH:57]=[CH:56][CH:55]=[CH:54][C:53]=3[O:58][CH3:59])=[CH:44][CH:45]=2)[CH2:38][CH2:37][NH:36][CH2:35]1)[C:12]1[C:20]2[N:19]=[C:18]([C:21]([O:23][CH3:24])=[O:22])[NH:17][C:16]=2[CH:15]=[CH:14][CH:13]=1)=[O:10])[C:2]1[CH:3]=[CH:4][CH:5]=[CH:6][CH:7]=1. The catalyst class is: 5. (5) Reactant: C([O:8][C:9]1[C:14](=[O:15])[N:13]2[CH:16]=[CH:17][N:18]([CH2:19][C:20](=[O:27])[N:21]3[CH2:26][CH2:25][CH2:24][CH2:23][CH2:22]3)[C:12]2=[N:11][C:10]=1[C:28]1[O:29][C:30]([CH2:33][C:34]2[CH:39]=[CH:38][C:37]([F:40])=[CH:36][CH:35]=2)=[CH:31][N:32]=1)C1C=CC=CC=1.[Si](I)(C)(C)C.CO.[O-]S([O-])(=S)=O.[Na+].[Na+]. Product: [F:40][C:37]1[CH:36]=[CH:35][C:34]([CH2:33][C:30]2[O:29][C:28]([C:10]3[N:11]=[C:12]4[N:18]([CH2:19][C:20](=[O:27])[N:21]5[CH2:26][CH2:25][CH2:24][CH2:23][CH2:22]5)[CH:17]=[CH:16][N:13]4[C:14](=[O:15])[C:9]=3[OH:8])=[N:32][CH:31]=2)=[CH:39][CH:38]=1. The catalyst class is: 10. (6) Reactant: Cl([O-])(=O)(=O)=O.[Mg+2].Cl([O-])(=O)(=O)=O.[CH:12]12[O:18][CH:13]1[CH2:14][CH2:15][CH2:16][CH2:17]2.[S:19]1[CH2:23][CH2:22][NH:21][CH2:20]1. Product: [S:19]1[CH2:23][CH2:22][N:21]([C@H:13]2[CH2:14][CH2:15][CH2:16][CH2:17][C@@H:12]2[OH:18])[CH2:20]1. The catalyst class is: 10. (7) Product: [CH:16]([O:15][C:13]1[CH:12]=[C:7]([CH:6]=[C:5]([O:4][CH:1]([CH3:3])[CH3:2])[CH:14]=1)[C:8]([OH:10])=[O:9])([CH3:18])[CH3:17]. The catalyst class is: 20. Reactant: [CH:1]([O:4][C:5]1[CH:6]=[C:7]([CH:12]=[C:13]([O:15][CH:16]([CH3:18])[CH3:17])[CH:14]=1)[C:8]([O:10]C)=[O:9])([CH3:3])[CH3:2].O[Li].O. (8) Reactant: Cl[C:2]1[CH:7]=[CH:6][N:5]=[C:4]([NH:8][C:9]2[CH:14]=[CH:13][C:12]([S:15]([NH2:18])(=[O:17])=[O:16])=[CH:11][CH:10]=2)[N:3]=1.[OH:19][C:20]1[CH:25]=[CH:24][C:23](B(O)O)=[CH:22][CH:21]=1.C([O-])([O-])=O.[Na+].[Na+]. Product: [OH:19][C:20]1[CH:25]=[CH:24][C:23]([C:2]2[CH:7]=[CH:6][N:5]=[C:4]([NH:8][C:9]3[CH:14]=[CH:13][C:12]([S:15]([NH2:18])(=[O:17])=[O:16])=[CH:11][CH:10]=3)[N:3]=2)=[CH:22][CH:21]=1. The catalyst class is: 104.